Dataset: Full USPTO retrosynthesis dataset with 1.9M reactions from patents (1976-2016). Task: Predict the reactants needed to synthesize the given product. (1) Given the product [CH3:28][O:29][C:30]([C:32]1([NH:39][C:15](=[O:17])[C:14]2[CH:18]=[CH:19][C:20]([O:21][CH3:22])=[C:12]([O:11][CH2:10][CH2:9][C:3]3[CH:4]=[C:5]([CH3:8])[CH:6]=[CH:7][C:2]=3[F:1])[CH:13]=2)[CH2:33][CH2:34][CH2:35][CH2:36][CH2:37][CH2:38]1)=[O:31], predict the reactants needed to synthesize it. The reactants are: [F:1][C:2]1[CH:7]=[CH:6][C:5]([CH3:8])=[CH:4][C:3]=1[CH2:9][CH2:10][O:11][C:12]1[CH:13]=[C:14]([CH:18]=[CH:19][C:20]=1[O:21][CH3:22])[C:15]([OH:17])=O.S(Cl)(Cl)=O.Cl.[CH3:28][O:29][C:30]([C:32]1([NH2:39])[CH2:38][CH2:37][CH2:36][CH2:35][CH2:34][CH2:33]1)=[O:31].C(=O)([O-])O.[Na+]. (2) Given the product [CH3:1][O:2][C:3]1[CH:4]=[CH:5][C:6]([CH:9]2[CH:10]([C:16]([OH:18])=[O:17])[CH:11]2[C:12]([OH:14])=[O:13])=[CH:7][CH:8]=1, predict the reactants needed to synthesize it. The reactants are: [CH3:1][O:2][C:3]1[CH:8]=[CH:7][C:6]([CH:9]2[CH:11]([C:12]([O:14]C)=[O:13])[CH:10]2[C:16]([O:18]C)=[O:17])=[CH:5][CH:4]=1.[Li+].[OH-].Cl. (3) The reactants are: Cl[C:2]1[C:3]2[N:4]([CH:10]=[CH:11][CH:12]=2)[N:5]=[CH:6][C:7]=1[C:8]#[N:9].Cl.[CH3:14][CH:15]1[CH2:20][CH2:19][CH2:18][CH2:17][CH:16]1[NH2:21].C(N(CC)CC)C. Given the product [CH3:14][CH:15]1[CH2:20][CH2:19][CH2:18][CH2:17][CH:16]1[NH:21][C:2]1[C:3]2[N:4]([CH:10]=[CH:11][CH:12]=2)[N:5]=[CH:6][C:7]=1[C:8]#[N:9], predict the reactants needed to synthesize it. (4) Given the product [C:53]([OH:55])(=[O:5])/[CH:56]=[CH:59]/[C:60]([OH:62])=[O:61].[C:60]([OH:62])(=[O:61])/[CH:59]=[CH:24]/[C:19]([OH:55])=[O:18].[Cl:33][C:28]1[CH:27]=[C:26]([N:13]([CH2:14][CH2:15][CH2:16][CH2:17][O:18][C:19]2[CH:24]=[CH:23][CH:22]=[CH:21][N:20]=2)[C@H:10]2[CH2:11][CH2:12][NH:8][CH2:9]2)[CH:31]=[CH:30][C:29]=1[F:32], predict the reactants needed to synthesize it. The reactants are: C([O:5]C([N:8]1[CH2:12][CH2:11][C@H:10]([NH:13][CH2:14][CH2:15][CH2:16][CH2:17][O:18][C:19]2[CH:24]=[CH:23][CH:22]=[CH:21][N:20]=2)[CH2:9]1)=O)(C)(C)C.Br[C:26]1[CH:31]=[CH:30][C:29]([F:32])=[C:28]([Cl:33])[CH:27]=1.F[B-](F)(F)F.C(P(C(C)(C)C)C(C)(C)C)(C)(C)C.C[C:53]([CH3:56])([O-:55])C.[Na+].F[C:59](F)(F)[C:60]([OH:62])=[O:61]. (5) The reactants are: [CH:1]1([CH2:6][C@H:7]([N:11]2[CH2:15][C:14]([O:16][CH3:17])=[CH:13][C:12]2=[O:18])[C:8]([OH:10])=O)[CH2:5][CH2:4][CH2:3][CH2:2]1.C(Cl)(=O)C(Cl)=O.[NH2:25][C:26]1[S:30][N:29]=[C:28]([CH3:31])[N:27]=1.N1C(C)=CC=CC=1C. Given the product [CH:1]1([CH2:6][C@H:7]([N:11]2[CH2:15][C:14]([O:16][CH3:17])=[CH:13][C:12]2=[O:18])[C:8]([NH:25][C:26]2[S:30][N:29]=[C:28]([CH3:31])[N:27]=2)=[O:10])[CH2:2][CH2:3][CH2:4][CH2:5]1, predict the reactants needed to synthesize it. (6) The reactants are: Cl[C:2]1[N:3]([C@@H:15]2[O:21][C@H:20]([CH2:22][OH:23])[C@@H:18]([OH:19])[C@H:16]2[OH:17])[C:4]2[C:9]([C:10]=1[CH:11]=O)=[CH:8][C:7]([Cl:13])=[C:6]([Cl:14])[CH:5]=2.[CH3:24][NH:25][NH2:26].CO.O. Given the product [Cl:13][C:7]1[CH:8]=[C:9]2[C:4](=[CH:5][C:6]=1[Cl:14])[N:3]([C@@H:15]1[O:21][C@H:20]([CH2:22][OH:23])[C@@H:18]([OH:19])[C@H:16]1[OH:17])[C:2]1[N:25]([CH3:24])[N:26]=[CH:11][C:10]2=1, predict the reactants needed to synthesize it.